Dataset: Reaction yield outcomes from USPTO patents with 853,638 reactions. Task: Predict the reaction yield, written as a fraction of the theoretical maximum amount of product (1.0 means a 100% yield; for example, 0.34 means a 34% yield). (1) The reactants are O[C:2]1[CH:7]=[CH:6][N:5]=[CH:4][C:3]=1[NH:8][C:9](=O)[C:10]1[CH:15]=[CH:14][CH:13]=[C:12]([N+:16]([O-:18])=[O:17])[CH:11]=1.P12(SP3(SP(SP(S3)(S1)=S)(=S)S2)=S)=[S:21]. The catalyst is N1C=CC=CC=1.CC1C=CC(C)=CC=1. The product is [N+:16]([C:12]1[CH:11]=[C:10]([C:9]2[S:21][C:2]3[CH:7]=[CH:6][N:5]=[CH:4][C:3]=3[N:8]=2)[CH:15]=[CH:14][CH:13]=1)([O-:18])=[O:17]. The yield is 0.810. (2) The reactants are C([O:4][C:5]1[CH:10]=[CH:9][C:8]([CH:11]2[CH2:13][CH:12]2[C:14]([O:16][CH3:17])=[O:15])=[CH:7][CH:6]=1)(=O)C.C([O-])(=O)C.[NH4+]. The catalyst is CO.O. The product is [OH:4][C:5]1[CH:6]=[CH:7][C:8]([CH:11]2[CH2:13][CH:12]2[C:14]([O:16][CH3:17])=[O:15])=[CH:9][CH:10]=1. The yield is 0.960. (3) The reactants are Br[C:2]1[C:3](=[O:16])[N:4]([CH3:15])[C:5](=[O:14])[C:6]=1[N:7]1[CH2:12][CH2:11][C:10](=[O:13])[CH2:9][CH2:8]1.CC1(C)C(C)(C)OB([C:25]2[CH:42]=[CH:41][C:28]([O:29][CH2:30][C:31]3[CH:40]=[CH:39][C:38]4[C:33](=[CH:34][CH:35]=[CH:36][CH:37]=4)[N:32]=3)=[CH:27][CH:26]=2)O1.C([O-])([O-])=O.[Na+].[Na+]. The catalyst is O1CCOCC1.O.C1C=CC([P]([Pd]([P](C2C=CC=CC=2)(C2C=CC=CC=2)C2C=CC=CC=2)([P](C2C=CC=CC=2)(C2C=CC=CC=2)C2C=CC=CC=2)[P](C2C=CC=CC=2)(C2C=CC=CC=2)C2C=CC=CC=2)(C2C=CC=CC=2)C2C=CC=CC=2)=CC=1. The product is [CH3:15][N:4]1[C:3](=[O:16])[C:2]([C:25]2[CH:26]=[CH:27][C:28]([O:29][CH2:30][C:31]3[CH:40]=[CH:39][C:38]4[C:33](=[CH:34][CH:35]=[CH:36][CH:37]=4)[N:32]=3)=[CH:41][CH:42]=2)=[C:6]([N:7]2[CH2:12][CH2:11][C:10](=[O:13])[CH2:9][CH2:8]2)[C:5]1=[O:14]. The yield is 0.520. (4) The reactants are [SH2:1].[N:2]1[CH:7]=[CH:6][C:5]([CH2:8][C:9]#[N:10])=[CH:4][CH:3]=1. The catalyst is CO. The product is [N:2]1[CH:7]=[CH:6][C:5]([CH2:8][C:9](=[S:1])[NH2:10])=[CH:4][CH:3]=1. The yield is 0.760. (5) The reactants are [F:1][C:2]1[C:3]([NH:22][C:23]2[CH:28]=[CH:27][C:26]([I:29])=[CH:25][C:24]=2[F:30])=[C:4]([C:9]([N:11]2[CH2:14][C:13]([C:16]([CH3:21])([CH3:20])[C:17](O)=[O:18])([OH:15])[CH2:12]2)=[O:10])[CH:5]=[CH:6][C:7]=1[F:8].C(N(CC)CC)C.C1CN([P+](ON2N=NC3C=CC=CC2=3)(N2CCCC2)N2CCCC2)CC1.F[P-](F)(F)(F)(F)F.[BH4-].[Na+]. The catalyst is O1CCCC1. The product is [F:1][C:2]1[C:3]([NH:22][C:23]2[CH:28]=[CH:27][C:26]([I:29])=[CH:25][C:24]=2[F:30])=[C:4]([C:9]([N:11]2[CH2:12][C:13]([C:16]([CH3:21])([CH3:20])[CH2:17][OH:18])([OH:15])[CH2:14]2)=[O:10])[CH:5]=[CH:6][C:7]=1[F:8]. The yield is 0.820. (6) The reactants are [C:1]([CH2:4][CH2:5][C:6]1[C:7]([CH3:13])=[C:8]([CH:11]=O)[NH:9][CH:10]=1)([OH:3])=[O:2].[Br:14][C:15]1[CH:23]=[C:22]2[C:18]([CH2:19][C:20](=[O:24])[NH:21]2)=[CH:17][CH:16]=1. The catalyst is N1CCCCC1.C(O)C. The product is [Br:14][C:15]1[CH:23]=[C:22]2[C:18]([C:19](=[CH:11][C:8]3[NH:9][CH:10]=[C:6]([CH2:5][CH2:4][C:1]([OH:3])=[O:2])[C:7]=3[CH3:13])[C:20](=[O:24])[NH:21]2)=[CH:17][CH:16]=1. The yield is 0.920.